This data is from Aqueous solubility values for 9,982 compounds from the AqSolDB database. The task is: Regression/Classification. Given a drug SMILES string, predict its absorption, distribution, metabolism, or excretion properties. Task type varies by dataset: regression for continuous measurements (e.g., permeability, clearance, half-life) or binary classification for categorical outcomes (e.g., BBB penetration, CYP inhibition). For this dataset (solubility_aqsoldb), we predict Y. The drug is Oc1ccccc1Cl. The Y is -0.754 log mol/L.